This data is from NCI-60 drug combinations with 297,098 pairs across 59 cell lines. The task is: Regression. Given two drug SMILES strings and cell line genomic features, predict the synergy score measuring deviation from expected non-interaction effect. (1) Drug 1: C1C(C(OC1N2C=NC3=C(N=C(N=C32)Cl)N)CO)O. Drug 2: CN(CCCl)CCCl.Cl. Cell line: COLO 205. Synergy scores: CSS=50.8, Synergy_ZIP=-4.60, Synergy_Bliss=-3.95, Synergy_Loewe=-0.0285, Synergy_HSA=1.53. (2) Drug 1: CC12CCC3C(C1CCC2=O)CC(=C)C4=CC(=O)C=CC34C. Drug 2: C1CC(C1)(C(=O)O)C(=O)O.[NH2-].[NH2-].[Pt+2]. Cell line: MALME-3M. Synergy scores: CSS=60.3, Synergy_ZIP=-3.59, Synergy_Bliss=2.07, Synergy_Loewe=1.87, Synergy_HSA=2.71. (3) Drug 1: C1CC(C1)(C(=O)O)C(=O)O.[NH2-].[NH2-].[Pt+2]. Drug 2: CN(CCCl)CCCl.Cl. Cell line: SK-MEL-2. Synergy scores: CSS=11.8, Synergy_ZIP=3.37, Synergy_Bliss=7.68, Synergy_Loewe=2.76, Synergy_HSA=5.86.